From a dataset of Full USPTO retrosynthesis dataset with 1.9M reactions from patents (1976-2016). Predict the reactants needed to synthesize the given product. (1) Given the product [F:1][C:2]1[CH:27]=[C:26]([NH2:28])[CH:25]=[CH:24][C:3]=1[O:4][C:5]1[CH:10]=[CH:9][N:8]=[C:7]2[CH:11]=[C:12]([C:14]3[CH:15]=[CH:16][C:17]([S:20]([CH3:23])(=[O:21])=[O:22])=[CH:18][CH:19]=3)[S:13][C:6]=12, predict the reactants needed to synthesize it. The reactants are: [F:1][C:2]1[CH:27]=[C:26]([N+:28]([O-])=O)[CH:25]=[CH:24][C:3]=1[O:4][C:5]1[CH:10]=[CH:9][N:8]=[C:7]2[CH:11]=[C:12]([C:14]3[CH:19]=[CH:18][C:17]([S:20]([CH3:23])(=[O:22])=[O:21])=[CH:16][CH:15]=3)[S:13][C:6]=12.[BH4-].[Na+]. (2) Given the product [OH:10][C@@:11]([C@H:20]1[O:25][CH2:24][CH2:23][N:22]([C:26]2[CH:30]=[CH:29][N:28]([C:2]3[CH:3]=[CH:4][C:5](=[O:9])[N:6]([CH3:8])[CH:7]=3)[N:27]=2)[C:21]1=[O:31])([CH3:19])[C:12]([O:14][C:15]([CH3:17])([CH3:18])[CH3:16])=[O:13], predict the reactants needed to synthesize it. The reactants are: I[C:2]1[CH:3]=[CH:4][C:5](=[O:9])[N:6]([CH3:8])[CH:7]=1.[OH:10][C@@:11]([C@H:20]1[O:25][CH2:24][CH2:23][N:22]([C:26]2[CH:30]=[CH:29][NH:28][N:27]=2)[C:21]1=[O:31])([CH3:19])[C:12]([O:14][C:15]([CH3:18])([CH3:17])[CH3:16])=[O:13].BrC1C=CC(=O)N(C(F)F)C=1.NC1C=CNN=1. (3) Given the product [CH:8]([C:5]1[CH:4]=[CH:3][C:2]([CH:11]=[CH2:12])=[CH:7][N:6]=1)([CH3:10])[CH3:9], predict the reactants needed to synthesize it. The reactants are: Br[C:2]1[CH:3]=[CH:4][C:5]([CH:8]([CH3:10])[CH3:9])=[N:6][CH:7]=1.[CH2:11](C([Sn])=C(CCCC)CCCC)[CH2:12]CC. (4) Given the product [F:1][C:2]1[CH:7]=[CH:6][CH:5]=[C:4]([F:8])[C:3]=1[C:9]1[NH:13][C:12]([C:14]2[N:19]=[C:18]3[N:20]([C@H:21]([CH3:26])[C:22]([CH3:25])([CH3:24])[CH3:23])[C:43]([NH2:42])=[N:27][C:17]3=[CH:16][CH:15]=2)=[C:11]([C:30]2[CH:35]=[CH:34][C:33]([F:36])=[CH:32][CH:31]=2)[N:10]=1, predict the reactants needed to synthesize it. The reactants are: [F:1][C:2]1[CH:7]=[CH:6][CH:5]=[C:4]([F:8])[C:3]=1[C:9]1[NH:13][C:12]([C:14]2[N:19]=[C:18]([NH:20][C@H:21]([CH3:26])[C:22]([CH3:25])([CH3:24])[CH3:23])[C:17]([N+:27]([O-])=O)=[CH:16][CH:15]=2)=[C:11]([C:30]2[CH:35]=[CH:34][C:33]([F:36])=[CH:32][CH:31]=2)[N:10]=1.O.O.[Sn](Cl)Cl.[N:42]#[C:43]Br. (5) Given the product [F:25][C:26]1[CH:27]=[C:28]([NH:36][C:37]([C@H:39]2[C:48]3[C:43](=[CH:44][C:45]([O:49][CH3:50])=[CH:46][CH:47]=3)[CH2:42][CH2:41][N:40]2[C:71]([C@H:69]2[CH2:68][C@H:67]([CH2:66][C:65]([O:64][C:60]([CH3:63])([CH3:62])[CH3:61])=[O:74])[CH2:70]2)=[O:72])=[O:38])[CH:29]=[CH:30][C:31]=1[Si:32]([CH3:33])([CH3:35])[CH3:34], predict the reactants needed to synthesize it. The reactants are: CN(C(ON1N=NC2C=CC=NC1=2)=[N+](C)C)C.F[P-](F)(F)(F)(F)F.[F:25][C:26]1[CH:27]=[C:28]([NH:36][C:37]([C@H:39]2[C:48]3[C:43](=[CH:44][C:45]([O:49][CH3:50])=[CH:46][CH:47]=3)[CH2:42][CH2:41][NH:40]2)=[O:38])[CH:29]=[CH:30][C:31]=1[Si:32]([CH3:35])([CH3:34])[CH3:33].CCN(C(C)C)C(C)C.[C:60]([O:64][C:65](=[O:74])[CH2:66][C@H:67]1[CH2:70][C@H:69]([C:71](O)=[O:72])[CH2:68]1)([CH3:63])([CH3:62])[CH3:61].